Dataset: Full USPTO retrosynthesis dataset with 1.9M reactions from patents (1976-2016). Task: Predict the reactants needed to synthesize the given product. Given the product [CH2:9]1[C:10]2[C:15](=[CH:14][C:13]([C:17]3([OH:23])[CH2:22][CH2:21][O:20][CH2:19][CH2:18]3)=[CH:12][CH:11]=2)[CH2:16][NH:8]1, predict the reactants needed to synthesize it. The reactants are: C([N:8]1[CH2:16][C:15]2[C:10](=[CH:11][CH:12]=[C:13]([C:17]3([OH:23])[CH2:22][CH2:21][O:20][CH2:19][CH2:18]3)[CH:14]=2)[CH2:9]1)C1C=CC=CC=1.